From a dataset of NCI-60 drug combinations with 297,098 pairs across 59 cell lines. Regression. Given two drug SMILES strings and cell line genomic features, predict the synergy score measuring deviation from expected non-interaction effect. (1) Drug 1: CNC(=O)C1=CC=CC=C1SC2=CC3=C(C=C2)C(=NN3)C=CC4=CC=CC=N4. Drug 2: C1=CN(C(=O)N=C1N)C2C(C(C(O2)CO)O)O.Cl. Cell line: HL-60(TB). Synergy scores: CSS=47.5, Synergy_ZIP=-0.654, Synergy_Bliss=1.36, Synergy_Loewe=-11.4, Synergy_HSA=4.90. (2) Drug 1: C1CC(C1)(C(=O)O)C(=O)O.[NH2-].[NH2-].[Pt+2]. Drug 2: C#CCC(CC1=CN=C2C(=N1)C(=NC(=N2)N)N)C3=CC=C(C=C3)C(=O)NC(CCC(=O)O)C(=O)O. Cell line: UO-31. Synergy scores: CSS=42.1, Synergy_ZIP=4.48, Synergy_Bliss=-1.12, Synergy_Loewe=-26.6, Synergy_HSA=-1.94. (3) Drug 1: C1CN1P(=S)(N2CC2)N3CC3. Drug 2: CC1C(C(CC(O1)OC2CC(CC3=C2C(=C4C(=C3O)C(=O)C5=CC=CC=C5C4=O)O)(C(=O)C)O)N)O. Cell line: LOX IMVI. Synergy scores: CSS=44.5, Synergy_ZIP=-3.32, Synergy_Bliss=-0.555, Synergy_Loewe=-30.4, Synergy_HSA=2.77. (4) Drug 1: CC1OCC2C(O1)C(C(C(O2)OC3C4COC(=O)C4C(C5=CC6=C(C=C35)OCO6)C7=CC(=C(C(=C7)OC)O)OC)O)O. Drug 2: CN(CC1=CN=C2C(=N1)C(=NC(=N2)N)N)C3=CC=C(C=C3)C(=O)NC(CCC(=O)O)C(=O)O. Cell line: OVCAR-8. Synergy scores: CSS=30.0, Synergy_ZIP=-7.73, Synergy_Bliss=-1.92, Synergy_Loewe=-6.71, Synergy_HSA=0.589. (5) Drug 1: CN(CC1=CN=C2C(=N1)C(=NC(=N2)N)N)C3=CC=C(C=C3)C(=O)NC(CCC(=O)O)C(=O)O. Drug 2: C1=NC2=C(N1)C(=S)N=CN2. Cell line: HT29. Synergy scores: CSS=56.9, Synergy_ZIP=0.388, Synergy_Bliss=-1.50, Synergy_Loewe=-0.849, Synergy_HSA=2.21. (6) Drug 1: CCC1=CC2CC(C3=C(CN(C2)C1)C4=CC=CC=C4N3)(C5=C(C=C6C(=C5)C78CCN9C7C(C=CC9)(C(C(C8N6C)(C(=O)OC)O)OC(=O)C)CC)OC)C(=O)OC.C(C(C(=O)O)O)(C(=O)O)O. Drug 2: B(C(CC(C)C)NC(=O)C(CC1=CC=CC=C1)NC(=O)C2=NC=CN=C2)(O)O. Cell line: A549. Synergy scores: CSS=28.9, Synergy_ZIP=-1.64, Synergy_Bliss=-1.35, Synergy_Loewe=1.11, Synergy_HSA=0.494. (7) Drug 1: C1=CN(C=N1)CC(O)(P(=O)(O)O)P(=O)(O)O. Drug 2: CC1C(C(CC(O1)OC2CC(CC3=C2C(=C4C(=C3O)C(=O)C5=CC=CC=C5C4=O)O)(C(=O)C)O)N)O. Cell line: COLO 205. Synergy scores: CSS=55.1, Synergy_ZIP=2.90, Synergy_Bliss=3.81, Synergy_Loewe=-48.3, Synergy_HSA=2.48. (8) Drug 1: CC1=C(C(=CC=C1)Cl)NC(=O)C2=CN=C(S2)NC3=CC(=NC(=N3)C)N4CCN(CC4)CCO. Drug 2: CS(=O)(=O)OCCCCOS(=O)(=O)C. Cell line: NCIH23. Synergy scores: CSS=19.8, Synergy_ZIP=2.92, Synergy_Bliss=4.32, Synergy_Loewe=-12.8, Synergy_HSA=3.71.